This data is from Catalyst prediction with 721,799 reactions and 888 catalyst types from USPTO. The task is: Predict which catalyst facilitates the given reaction. Reactant: [C:1]([N:9]1[CH2:13][CH2:12][CH2:11][C:10]1=[O:14])(=[O:8])[C:2]1[CH:7]=[CH:6][CH:5]=[CH:4][CH:3]=1.C([N-]C(C)C)(C)C.[Li+].C1C=CC(S(N(S(C2C=CC=CC=2)(=O)=O)[F:33])(=O)=O)=CC=1.C(=O)([O-])O.[Na+]. Product: [C:1]([N:9]1[CH2:13][CH2:12][CH:11]([F:33])[C:10]1=[O:14])(=[O:8])[C:2]1[CH:3]=[CH:4][CH:5]=[CH:6][CH:7]=1. The catalyst class is: 7.